From a dataset of Full USPTO retrosynthesis dataset with 1.9M reactions from patents (1976-2016). Predict the reactants needed to synthesize the given product. (1) The reactants are: [CH3:1][C:2]1[CH:7]=[CH:6][N:5]=[C:4]([NH:8][C:9]2[S:10][CH:11]=[C:12]([C:14]3[C:15]([C:19]([C:21]4[CH:26]=[CH:25][CH:24]=[CH:23][CH:22]=4)=[O:20])=[N:16][NH:17][CH:18]=3)[N:13]=2)[N:3]=1.[BH4-].[Na+]. Given the product [CH3:1][C:2]1[CH:7]=[CH:6][N:5]=[C:4]([NH:8][C:9]2[S:10][CH:11]=[C:12]([C:14]3[C:15]([CH:19]([C:21]4[CH:26]=[CH:25][CH:24]=[CH:23][CH:22]=4)[OH:20])=[N:16][NH:17][CH:18]=3)[N:13]=2)[N:3]=1, predict the reactants needed to synthesize it. (2) Given the product [C:1]([O:5][C:6]([N:8]1[CH2:13][CH2:12][CH:11]([C:14](=[O:28])[NH:15][C@H:16]2[CH2:20][CH2:19][NH:18][CH2:17]2)[CH2:10][CH2:9]1)=[O:7])([CH3:4])([CH3:2])[CH3:3], predict the reactants needed to synthesize it. The reactants are: [C:1]([O:5][C:6]([N:8]1[CH2:13][CH2:12][CH:11]([C:14](=[O:28])[NH:15][C@H:16]2[CH2:20][CH2:19][N:18](CC3C=CC=CC=3)[CH2:17]2)[CH2:10][CH2:9]1)=[O:7])([CH3:4])([CH3:3])[CH3:2].C(O)(=O)C.[H][H]. (3) Given the product [CH3:1][C:2]1[C:6]([N+:7]([O-:9])=[O:8])=[CH:5][NH:4][N:3]=1, predict the reactants needed to synthesize it. The reactants are: [CH3:1][C:2]1[CH:6]=[CH:5][NH:4][N:3]=1.[N+:7]([O-])([O-:9])=[O:8].[K+].[OH-].[NH4+].